From a dataset of KCNQ2 potassium channel screen with 302,405 compounds. Binary Classification. Given a drug SMILES string, predict its activity (active/inactive) in a high-throughput screening assay against a specified biological target. (1) The drug is o1c2c(c3c(cc2)cccc3)c(=O)c(c1)/C=C\C=O. The result is 0 (inactive). (2) The compound is O=C1N(NC(OC(C)(C)C)=O)CC(=O)N2C1Cc1c([nH]c3c1cccc3)C2. The result is 0 (inactive).